Dataset: Full USPTO retrosynthesis dataset with 1.9M reactions from patents (1976-2016). Task: Predict the reactants needed to synthesize the given product. Given the product [C:1]1([C:7]2[C:8]([N:21]3[CH2:26][CH2:25][CH2:24][CH2:23][CH2:22]3)=[N:9][C:10]3[C:15]([N:16]=2)=[CH:14][C:13]([C:17]([OH:19])=[O:18])=[CH:12][CH:11]=3)[CH:2]=[CH:3][CH:4]=[CH:5][CH:6]=1, predict the reactants needed to synthesize it. The reactants are: [C:1]1([C:7]2[C:8]([N:21]3[CH2:26][CH2:25][CH2:24][CH2:23][CH2:22]3)=[N:9][C:10]3[C:15]([N:16]=2)=[CH:14][C:13]([C:17]([O:19]C)=[O:18])=[CH:12][CH:11]=3)[CH:6]=[CH:5][CH:4]=[CH:3][CH:2]=1.[OH-].[Na+].Cl.